From a dataset of Full USPTO retrosynthesis dataset with 1.9M reactions from patents (1976-2016). Predict the reactants needed to synthesize the given product. Given the product [Cl:1][C:2]1[C:3]2[N:4]([CH:12]=[C:13]([C:15]([NH:30][S:27]([C:20]3[CH:21]=[C:22]([O:25][CH3:26])[CH:23]=[CH:24][C:19]=3[Cl:18])(=[O:29])=[O:28])=[O:17])[N:14]=2)[CH:5]=[C:6]([C:8]([F:9])([F:10])[F:11])[CH:7]=1, predict the reactants needed to synthesize it. The reactants are: [Cl:1][C:2]1[C:3]2[N:4]([CH:12]=[C:13]([C:15]([OH:17])=O)[N:14]=2)[CH:5]=[C:6]([C:8]([F:11])([F:10])[F:9])[CH:7]=1.[Cl:18][C:19]1[CH:24]=[CH:23][C:22]([O:25][CH3:26])=[CH:21][C:20]=1[S:27]([NH2:30])(=[O:29])=[O:28].